From a dataset of Full USPTO retrosynthesis dataset with 1.9M reactions from patents (1976-2016). Predict the reactants needed to synthesize the given product. (1) Given the product [NH2:1][C:2]1[C:3]2[C:10]([C:11]3[S:15][CH:14]=[C:13]([C:16]([NH:39][CH2:37][C:36]#[CH:35])=[O:17])[CH:12]=3)=[CH:9][N:8]([C@H:19]3[C@@:23]([OH:25])([CH3:24])[CH:22]([OH:26])[CH:21]([CH2:27][OH:28])[O:20]3)[C:4]=2[N:5]=[CH:6][N:7]=1.[CH2:29]([Cl:32])[CH2:30][Cl:31].[CH:33]1[CH:34]=[CH:35][C:36]2[N:41]([OH:42])[N:40]=[N:39][C:37]=2[CH:38]=1, predict the reactants needed to synthesize it. The reactants are: [NH2:1][C:2]1[C:3]2[C:10]([C:11]3[S:15][CH:14]=[C:13]([C:16](O)=[O:17])[CH:12]=3)=[CH:9][N:8]([C@H:19]3[C@@:23]([OH:25])([CH3:24])[CH:22]([OH:26])[CH:21]([CH2:27][OH:28])[O:20]3)[C:4]=2[N:5]=[CH:6][N:7]=1.[CH2:29]([Cl:32])[CH2:30][Cl:31].[CH:33]1[CH:34]=[CH:35][C:36]2[N:41]([OH:42])[N:40]=[N:39][C:37]=2[CH:38]=1.CCN(C(C)C)C(C)C.C(N)C#C. (2) Given the product [F:8][C:7]1[CH:6]=[CH:5][C:4]([C:9]2[N:10]=[C:11]([CH:21]([CH3:23])[CH3:22])[NH:12][C:13]=2[C:14]2[CH:19]=[CH:18][CH:17]=[C:16]([CH3:20])[N:15]=2)=[CH:3][C:2]=1[C:28]1[CH:29]=[CH:30][C:25]([OH:24])=[CH:26][CH:27]=1, predict the reactants needed to synthesize it. The reactants are: Br[C:2]1[CH:3]=[C:4]([C:9]2[N:10]=[C:11]([CH:21]([CH3:23])[CH3:22])[NH:12][C:13]=2[C:14]2[CH:19]=[CH:18][CH:17]=[C:16]([CH3:20])[N:15]=2)[CH:5]=[CH:6][C:7]=1[F:8].[OH:24][C:25]1[CH:30]=[CH:29][C:28](B(O)O)=[CH:27][CH:26]=1.O.C(=O)([O-])[O-].[Na+].[Na+].